From a dataset of Reaction yield outcomes from USPTO patents with 853,638 reactions. Predict the reaction yield, written as a fraction of the theoretical maximum amount of product (1.0 means a 100% yield; for example, 0.34 means a 34% yield). (1) The reactants are [Br:1][C:2]1[C:3]([NH:16][C@@H:17]2[CH2:22][CH2:21][C@H:20]([O:23][CH2:24][CH2:25][OH:26])[CH2:19][CH2:18]2)=[N:4][C:5]([N:9]2C(C)=CC=C2C)=[N:6][C:7]=1[CH3:8].Cl.NO.C(O)C. The catalyst is O. The product is [NH2:9][C:5]1[N:4]=[C:3]([NH:16][C@@H:17]2[CH2:18][CH2:19][C@H:20]([O:23][CH2:24][CH2:25][OH:26])[CH2:21][CH2:22]2)[C:2]([Br:1])=[C:7]([CH3:8])[N:6]=1. The yield is 0.700. (2) The reactants are [NH2:1][C@@H:2]([CH2:7][C:8]1[CH:13]=[C:12]([O:14][CH3:15])[C:11]([C:16]2[CH:21]=[CH:20][CH:19]=[CH:18][CH:17]=2)=[C:10]([O:22][CH3:23])[CH:9]=1)[C:3]([O:5][CH3:6])=[O:4].[O:24]=[C:25]1[C:28]2([CH2:33][CH2:32][CH2:31][CH2:30][CH2:29]2)[C:27](O)=[CH:26]1. The catalyst is C(Cl)Cl. The product is [O:24]=[C:25]1[C:28]2([CH2:33][CH2:32][CH2:31][CH2:30][CH2:29]2)[C:27]([NH:1][C@@H:2]([CH2:7][C:8]2[CH:9]=[C:10]([O:22][CH3:23])[C:11]([C:16]3[CH:21]=[CH:20][CH:19]=[CH:18][CH:17]=3)=[C:12]([O:14][CH3:15])[CH:13]=2)[C:3]([O:5][CH3:6])=[O:4])=[CH:26]1. The yield is 0.920. (3) The reactants are [CH:1]1[CH:5]=[C:4]([C:6]([CH2:8][CH2:9][CH2:10]Cl)=[O:7])[S:3][CH:2]=1.[CH2:12]1[C:21]2[C:16](=[CH:17][CH:18]=[CH:19][CH:20]=2)[CH2:15][CH2:14][NH:13]1. No catalyst specified. The product is [O:7]=[C:6]([C:4]1[S:3][CH:2]=[CH:1][CH:5]=1)[CH2:8][CH2:9][CH2:10][N:13]1[CH2:14][CH2:15][C:16]2[C:21](=[CH:20][CH:19]=[CH:18][CH:17]=2)[CH2:12]1. The yield is 0.580. (4) The reactants are [OH:1][C@H:2]1[CH2:7][CH2:6][C@H:5]([N:8]2[C:13](=[O:14])[C:12]([CH2:15][C:16]3[CH:21]=[CH:20][C:19]([C:22]4[C:23]([C:28]#[N:29])=[CH:24][CH:25]=[CH:26][CH:27]=4)=[CH:18][CH:17]=3)=[C:11]([CH2:30][CH2:31][CH3:32])[N:10]3[N:33]=[CH:34][N:35]=[C:9]23)[CH2:4][CH2:3]1.[CH2:36]([O:38][C:39](=[O:45])[C:40](=[N+]=[N-])[CH2:41][CH3:42])[CH3:37].O. The catalyst is C1(C)C=CC=CC=1.C([O-])(=O)C.[Rh+2].C([O-])(=O)C. The product is [C:28]([C:23]1[CH:24]=[CH:25][CH:26]=[CH:27][C:22]=1[C:19]1[CH:20]=[CH:21][C:16]([CH2:15][C:12]2[C:13](=[O:14])[N:8]([C@H:5]3[CH2:6][CH2:7][C@H:2]([O:1][CH:40]([CH2:41][CH3:42])[C:39]([O:38][CH2:36][CH3:37])=[O:45])[CH2:3][CH2:4]3)[C:9]3[N:10]([N:33]=[CH:34][N:35]=3)[C:11]=2[CH2:30][CH2:31][CH3:32])=[CH:17][CH:18]=1)#[N:29]. The yield is 0.710. (5) The reactants are Cl[C:2]1[CH:7]=[C:6]([O:8][C:9]2[CH:10]=[CH:11][C:12]([NH:16][C:17](=[O:19])[CH3:18])=[N:13][C:14]=2[CH3:15])[CH:5]=[CH:4][N:3]=1.C([O-])([O-])=O.[K+].[K+].[CH3:26][N:27]1[CH:31]=[C:30](B2OC(C)(C)C(C)(C)O2)[CH:29]=[N:28]1. The catalyst is O1CCOCC1.O.C1C=CC([P]([Pd]([P](C2C=CC=CC=2)(C2C=CC=CC=2)C2C=CC=CC=2)([P](C2C=CC=CC=2)(C2C=CC=CC=2)C2C=CC=CC=2)[P](C2C=CC=CC=2)(C2C=CC=CC=2)C2C=CC=CC=2)(C2C=CC=CC=2)C2C=CC=CC=2)=CC=1. The product is [CH3:15][C:14]1[N:13]=[C:12]([NH:16][C:17](=[O:19])[CH3:18])[CH:11]=[CH:10][C:9]=1[O:8][C:6]1[CH:5]=[CH:4][N:3]=[C:2]([C:30]2[CH:29]=[N:28][N:27]([CH3:26])[CH:31]=2)[CH:7]=1. The yield is 0.870.